This data is from Choline transporter screen with 302,306 compounds. The task is: Binary Classification. Given a drug SMILES string, predict its activity (active/inactive) in a high-throughput screening assay against a specified biological target. (1) The molecule is s1c(nnc1NC(=O)CCN1C(=O)c2c(C1=O)cccc2)CC(C)C. The result is 0 (inactive). (2) The molecule is O(CCN1C(=O)c2c(C1=O)cccc2)C(=O)c1c2c(nc(c1)C)cccc2. The result is 0 (inactive). (3) The result is 0 (inactive). The molecule is O1CCN(CC1)c1c([N+]([O-])=O)cc(cc1)C(OCC(=O)N1CCc2c(C1)cccc2)=O. (4) The compound is Clc1ccc(S(=O)(=O)N2CCC(O)(CC2)CN2CCN(CC2)C)cc1. The result is 0 (inactive). (5) The molecule is N1(CCN(CC1)Cc1ccccc1)c1nc2c(CCC2)c(n1)C. The result is 0 (inactive). (6) The compound is Clc1c(/C=C(/NC(=O)c2ccc([N+]([O-])=O)cc2)C(=O)N2CCOCC2)cccc1. The result is 0 (inactive). (7) The result is 0 (inactive). The drug is O=c1n(c(=O)n(c2ncn(c12)CC(=O)Nc1c(cccc1)C(OCC)=O)C)C. (8) The compound is O=C1N(C(=O)C2NN=C(C12)C(OCc1ccccc1)=O)c1ccc(cc1)C. The result is 0 (inactive).